Dataset: Full USPTO retrosynthesis dataset with 1.9M reactions from patents (1976-2016). Task: Predict the reactants needed to synthesize the given product. Given the product [C:23]([NH:24][C:19]1[CH:18]=[C:17]([C:1]2[CH:6]=[CH:5][CH:4]=[CH:3][CH:2]=2)[C:28]([O:29][CH3:30])=[CH:27][C:20]=1[C:10]([OH:11])=[O:13])(=[O:22])[CH3:25], predict the reactants needed to synthesize it. The reactants are: [C:1]1(OB=O)[CH:6]=[CH:5][CH:4]=[CH:3][CH:2]=1.[C:10](=[O:13])([O-])[O-:11].[Na+].[Na+].Br[C:17]1[C:28]([O:29][CH3:30])=[CH:27][C:20]2C(=O)[O:22][C:23]([CH3:25])=[N:24][C:19]=2[CH:18]=1.